From a dataset of Full USPTO retrosynthesis dataset with 1.9M reactions from patents (1976-2016). Predict the reactants needed to synthesize the given product. (1) Given the product [CH2:6]([O:5][C:1]([NH:2][N:3]=[C:10]1[NH:14][CH2:13][CH2:12][S:11]1)=[O:4])[CH3:7], predict the reactants needed to synthesize it. The reactants are: [C:1]([O:5][CH2:6][CH3:7])(=[O:4])[NH:2][NH2:3].CS[C:10]1[S:11][CH2:12][CH2:13][N:14]=1. (2) Given the product [Br-:1].[CH2:12]([C:9]1[CH:10]=[CH:11][C:6]([CH2:5][CH2:4][CH2:3][CH2:2][N+:16]2[CH:21]=[CH:20][CH:19]=[CH:18][C:17]=2[CH3:22])=[CH:7][CH:8]=1)[CH2:13][CH2:14][CH3:15], predict the reactants needed to synthesize it. The reactants are: [Br:1][CH2:2][CH2:3][CH2:4][CH2:5][C:6]1[CH:11]=[CH:10][C:9]([CH2:12][CH2:13][CH2:14][CH3:15])=[CH:8][CH:7]=1.[N:16]1[CH:21]=[CH:20][CH:19]=[CH:18][C:17]=1[CH3:22]. (3) Given the product [C:31]([C:33]1[CH:51]=[C:50]([C:2]2[CH:7]=[CH:6][N:5]=[C:4]3[N:8]([S:21]([C:24]4[CH:25]=[CH:26][C:27]([CH3:28])=[CH:29][CH:30]=4)(=[O:22])=[O:23])[C:9]([C:11]4[CH:16]=[CH:15][C:14]([C:17]([OH:20])([CH3:18])[CH3:19])=[CH:13][CH:12]=4)=[CH:10][C:3]=23)[CH:49]=[CH:48][C:34]=1[O:35][C@@H:36]1[CH2:40][CH2:39][N:38]([C:41]([O:43][C:44]([CH3:47])([CH3:46])[CH3:45])=[O:42])[CH2:37]1)#[N:32], predict the reactants needed to synthesize it. The reactants are: Br[C:2]1[CH:7]=[CH:6][N:5]=[C:4]2[N:8]([S:21]([C:24]3[CH:30]=[CH:29][C:27]([CH3:28])=[CH:26][CH:25]=3)(=[O:23])=[O:22])[C:9]([C:11]3[CH:16]=[CH:15][C:14]([C:17]([OH:20])([CH3:19])[CH3:18])=[CH:13][CH:12]=3)=[CH:10][C:3]=12.[C:31]([C:33]1[CH:51]=[C:50](B2OC(C)(C)C(C)(C)O2)[CH:49]=[CH:48][C:34]=1[O:35][C@@H:36]1[CH2:40][CH2:39][N:38]([C:41]([O:43][C:44]([CH3:47])([CH3:46])[CH3:45])=[O:42])[CH2:37]1)#[N:32].C([O-])([O-])=O.[Na+].[Na+].C([O-])(O)=O.[Na+].[O-]S([O-])(=O)=O.[Mg+2]. (4) The reactants are: CON(C)[C:4]([C:6]1[C:11]([N:12]([S:16]([C:19]2[CH:24]=[CH:23][C:22]([Cl:25])=[C:21]([C:26]([F:29])([F:28])[F:27])[CH:20]=2)(=[O:18])=[O:17])COC)=[CH:10][C:9]([Cl:30])=[CH:8][N:7]=1)=[O:5].I[C:33]1[N:41]=[CH:40][N:39]=[C:38]2[C:34]=1[N:35]=[CH:36][N:37]2COCC[Si](C)(C)C.CO.Cl. Given the product [Cl:25][C:22]1[CH:23]=[CH:24][C:19]([S:16]([NH:12][C:11]2[C:6]([C:4]([C:33]3[N:41]=[CH:40][N:39]=[C:38]4[C:34]=3[N:35]=[CH:36][NH:37]4)=[O:5])=[N:7][CH:8]=[C:9]([Cl:30])[CH:10]=2)(=[O:17])=[O:18])=[CH:20][C:21]=1[C:26]([F:27])([F:28])[F:29], predict the reactants needed to synthesize it. (5) Given the product [F:17][C:14]([F:15])([F:16])[C:2]1[CH:3]=[C:4]([NH:11][C:12]([C:23]2[C:22]3[C:26](=[CH:27][C:19]([Cl:18])=[CH:20][CH:21]=3)[NH:25][C:24]=2[OH:28])=[O:13])[CH:5]=[C:6]([C:7]([F:10])([F:8])[F:9])[CH:1]=1, predict the reactants needed to synthesize it. The reactants are: [CH:1]1[C:6]([C:7]([F:10])([F:9])[F:8])=[CH:5][C:4]([N:11]=[C:12]=[O:13])=[CH:3][C:2]=1[C:14]([F:17])([F:16])[F:15].[Cl:18][C:19]1[CH:27]=[C:26]2[C:22]([CH2:23][C:24](=[O:28])[NH:25]2)=[CH:21][CH:20]=1.Cl.